This data is from Reaction yield outcomes from USPTO patents with 853,638 reactions. The task is: Predict the reaction yield, written as a fraction of the theoretical maximum amount of product (1.0 means a 100% yield; for example, 0.34 means a 34% yield). (1) The reactants are [Cl:1][C:2]1[CH:19]=[CH:18][C:5]2[C:6]([CH:9]3[CH2:14][CH2:13][N:12](C(=O)C)[CH2:11][CH2:10]3)=[N:7][O:8][C:4]=2[CH:3]=1.Cl. The catalyst is CCOCC. The product is [ClH:1].[Cl:1][C:2]1[CH:19]=[CH:18][C:5]2[C:6]([CH:9]3[CH2:10][CH2:11][NH:12][CH2:13][CH2:14]3)=[N:7][O:8][C:4]=2[CH:3]=1. The yield is 0.930. (2) The reactants are Br[C:2]1[CH:7]=[CH:6][C:5]([S:8]([N:11]([CH2:14][CH3:15])[CH2:12][CH3:13])(=[O:10])=[O:9])=[C:4]([F:16])[CH:3]=1.[C:17]([C:19]1[N:23]([CH3:24])[C:22](B(O)O)=[CH:21][CH:20]=1)#[N:18].[F-].[K+].C(P(C(C)(C)C)C(C)(C)C)(C)(C)C. The catalyst is C1C=CC(/C=C/C(/C=C/C2C=CC=CC=2)=O)=CC=1.C1C=CC(/C=C/C(/C=C/C2C=CC=CC=2)=O)=CC=1.C1C=CC(/C=C/C(/C=C/C2C=CC=CC=2)=O)=CC=1.[Pd].[Pd]. The product is [C:17]([C:19]1[N:23]([CH3:24])[C:22]([C:2]2[CH:7]=[CH:6][C:5]([S:8]([N:11]([CH2:14][CH3:15])[CH2:12][CH3:13])(=[O:10])=[O:9])=[C:4]([F:16])[CH:3]=2)=[CH:21][CH:20]=1)#[N:18]. The yield is 0.320. (3) The reactants are [CH:1]1[N:9]2[C:4]([C:5]3([CH2:18][CH2:17][N:16]([C:19]([O:21][C:22]([CH3:25])([CH3:24])[CH3:23])=[O:20])[CH2:15][CH2:14]3)[O:6][C:7]3[CH:13]=[CH:12][CH:11]=[CH:10][C:8]=32)=[CH:3][CH:2]=1.[F:26][C:27]([F:42])([F:41])[S+]1C2C=CC=CC=2C2C=CC=CC1=2.[F:26][C:27]([F:42])([F:41])S([O-])(=O)=O.C([O-])([O-])=O.[K+].[K+]. The catalyst is CN(C)C=O. The product is [F:26][C:27]([F:42])([F:41])[C:1]1[N:9]2[C:8]3[CH:10]=[CH:11][CH:12]=[CH:13][C:7]=3[O:6][C:5]3([CH2:18][CH2:17][N:16]([C:19]([O:21][C:22]([CH3:25])([CH3:24])[CH3:23])=[O:20])[CH2:15][CH2:14]3)[C:4]2=[CH:3][CH:2]=1. The yield is 0.480. (4) The reactants are [CH2:1]([O:8][C:9]1[CH:14]=[CH:13][C:12]([NH:15][C:16]2[C:25]3[C:20](=[CH:21][CH:22]=[C:23]([C:26]4[O:27][C:28]([CH:31]5OCC[O:32]5)=[CH:29][CH:30]=4)[CH:24]=3)[N:19]=[CH:18][N:17]=2)=[CH:11][C:10]=1[C:36]([F:39])([F:38])[F:37])[C:2]1[CH:7]=[CH:6][CH:5]=[CH:4][CH:3]=1.Cl.O. The catalyst is C1COCC1. The product is [CH2:1]([O:8][C:9]1[CH:14]=[CH:13][C:12]([NH:15][C:16]2[C:25]3[C:20](=[CH:21][CH:22]=[C:23]([C:26]4[O:27][C:28]([CH:31]=[O:32])=[CH:29][CH:30]=4)[CH:24]=3)[N:19]=[CH:18][N:17]=2)=[CH:11][C:10]=1[C:36]([F:39])([F:37])[F:38])[C:2]1[CH:7]=[CH:6][CH:5]=[CH:4][CH:3]=1. The yield is 0.840.